This data is from Forward reaction prediction with 1.9M reactions from USPTO patents (1976-2016). The task is: Predict the product of the given reaction. (1) The product is: [CH2:21]([O:20][C:18](=[O:19])[CH2:17][N:1]1[CH2:6][CH2:5][CH2:4][CH2:3][C:2]1=[N:7][C:8]#[N:9])[CH3:22]. Given the reactants [NH:1]1[CH2:6][CH2:5][CH2:4][CH2:3][C:2]1=[N:7][C:8]#[N:9].C(=O)([O-])[O-].[K+].[K+].Cl[CH2:17][C:18]([O:20][CH2:21][CH3:22])=[O:19], predict the reaction product. (2) Given the reactants [ClH:1].Cl.[Cl:3][C:4]1C(C2SC3C=CC=C(C(N)=O)C=3C=2)=NC(NCCC2CCN(C)CC2)=NC=1.[CH3:32][C:33]1[C:34]([C:49]2[S:53][C:52]3[CH:54]=[CH:55][CH:56]=[C:57]([C:58]([NH2:60])=[O:59])[C:51]=3[CH:50]=2)=[N:35][C:36]([NH:39][CH2:40][CH2:41][CH2:42][CH:43]2[CH2:48][CH2:47][NH:46][CH2:45][CH2:44]2)=[N:37][CH:38]=1, predict the reaction product. The product is: [ClH:3].[ClH:1].[CH3:32][C:33]1[C:34]([C:49]2[S:53][C:52]3[CH:54]=[CH:55][CH:56]=[C:57]([C:58]([NH2:60])=[O:59])[C:51]=3[CH:50]=2)=[N:35][C:36]([NH:39][CH2:40][CH2:41][CH2:42][CH:43]2[CH2:48][CH2:47][N:46]([CH3:4])[CH2:45][CH2:44]2)=[N:37][CH:38]=1. (3) Given the reactants [CH3:1][CH:2]([NH:13][C:14]1[CH:19]=[CH:18][C:17]([C:20]2[N:21]=[CH:22][N:23]([CH2:25][CH2:26][C:27]([O:29][C:30]([CH3:33])([CH3:32])[CH3:31])=[O:28])[CH:24]=2)=[CH:16][CH:15]=1)[CH2:3][C:4]([NH:6][C:7]([O:9][CH:10]([CH3:12])[CH3:11])=[O:8])=O.[BH4-].[Na+].[Cl-].[Mg+2].[Cl-].C(O)(=O)CC(CC(O)=O)(C(O)=O)O.Cl, predict the reaction product. The product is: [CH3:1][C@H:2]1[CH2:3][C@@H:4]([NH:6][C:7]([O:9][CH:10]([CH3:12])[CH3:11])=[O:8])[C:15]2[C:14](=[CH:19][CH:18]=[C:17]([C:20]3[N:21]=[CH:22][N:23]([CH2:25][CH2:26][C:27]([O:29][C:30]([CH3:33])([CH3:32])[CH3:31])=[O:28])[CH:24]=3)[CH:16]=2)[NH:13]1. (4) Given the reactants [C:1]([NH:18][C@H:19]([C@@H:22](/[CH:24]=[CH:25]/[CH2:26][CH2:27][CH2:28][CH2:29][CH2:30][CH2:31][CH2:32][CH2:33][CH2:34][CH2:35][CH2:36][CH2:37][CH3:38])[OH:23])[CH2:20][OH:21])(=[O:17])[CH2:2][CH2:3][CH2:4][CH2:5][CH2:6][CH2:7][CH2:8][CH2:9][CH2:10][CH2:11][CH2:12][CH2:13][CH2:14][CH2:15][CH3:16].C1C(=O)N(OC(ON2C(=O)CCC2=O)=O)[C:41](=[O:42])C1.CN(C1C=CC=CN=1)C, predict the reaction product. The product is: [O:42]=[C:41]1[O:23][CH:22]([CH:24]=[CH:25][CH2:26][CH2:27][CH2:28][CH2:29][CH2:30][CH2:31][CH2:32][CH2:33][CH2:34][CH2:35][CH2:36][CH2:37][CH3:38])[CH:19]([NH:18][C:1](=[O:17])[CH2:2][CH2:3][CH2:4][CH2:5][CH2:6][CH2:7][CH2:8][CH2:9][CH2:10][CH2:11][CH2:12][CH2:13][CH2:14][CH2:15][CH3:16])[CH2:20][O:21]1.